This data is from Reaction yield outcomes from USPTO patents with 853,638 reactions. The task is: Predict the reaction yield, written as a fraction of the theoretical maximum amount of product (1.0 means a 100% yield; for example, 0.34 means a 34% yield). (1) The reactants are [C:1]([O:5][C:6]([N:8]1[CH2:12][CH2:11][CH2:10][CH:9]1[C:13]1[NH:17][C:16]2[CH:18]=[C:19]([C:22]3[CH:27]=[CH:26][C:25]([C:28]4[CH:33]=[CH:32][C:31](B5OC(C)(C)C(C)(C)O5)=[CH:30][CH:29]=4)=[CH:24][CH:23]=3)[CH:20]=[CH:21][C:15]=2[N:14]=1)=[O:7])([CH3:4])([CH3:3])[CH3:2].[C:43]([O:47][C:48]([N:50]1[CH2:54][CH2:53][CH2:52][CH:51]1[C:55]1[N:56]([CH2:61][O:62][CH2:63][CH2:64][Si:65]([CH3:68])([CH3:67])[CH3:66])[C:57](Br)=[CH:58][N:59]=1)=[O:49])([CH3:46])([CH3:45])[CH3:44].C(=O)([O-])[O-].[K+].[K+]. The catalyst is COCCOC.O.C(OCC)(=O)C.C1C=CC([P]([Pd]([P](C2C=CC=CC=2)(C2C=CC=CC=2)C2C=CC=CC=2)([P](C2C=CC=CC=2)(C2C=CC=CC=2)C2C=CC=CC=2)[P](C2C=CC=CC=2)(C2C=CC=CC=2)C2C=CC=CC=2)(C2C=CC=CC=2)C2C=CC=CC=2)=CC=1.C1C=CC(P(C2C=CC=CC=2)[C-]2C=CC=C2)=CC=1.C1C=CC(P(C2C=CC=CC=2)[C-]2C=CC=C2)=CC=1.Cl[Pd]Cl.[Fe+2]. The product is [C:1]([O:5][C:6]([N:8]1[CH2:12][CH2:11][CH2:10][CH:9]1[C:13]1[NH:17][C:16]2[CH:18]=[C:19]([C:22]3[CH:23]=[CH:24][C:25]([C:28]4[CH:29]=[CH:30][C:31]([C:57]5[N:56]([CH2:61][O:62][CH2:63][CH2:64][Si:65]([CH3:68])([CH3:67])[CH3:66])[C:55]([CH:51]6[CH2:52][CH2:53][CH2:54][N:50]6[C:48]([O:47][C:43]([CH3:46])([CH3:45])[CH3:44])=[O:49])=[N:59][CH:58]=5)=[CH:32][CH:33]=4)=[CH:26][CH:27]=3)[CH:20]=[CH:21][C:15]=2[N:14]=1)=[O:7])([CH3:4])([CH3:2])[CH3:3]. The yield is 0.250. (2) The reactants are [Br:1][C:2]1[CH:3]=[C:4]([C:8]2([C:20]3[CH:25]=[CH:24][N:23]=[CH:22][C:21]=3[F:26])[C:12]3=[N:13][CH2:14][C:15]([F:18])([F:17])[CH2:16][N:11]3[C:10](=S)[NH:9]2)[CH:5]=[CH:6][CH:7]=1.[OH-].[NH4+:28].C(OO)(C)(C)C. The catalyst is CO. The product is [Br:1][C:2]1[CH:3]=[C:4]([C:8]2([C:20]3[CH:25]=[CH:24][N:23]=[CH:22][C:21]=3[F:26])[C:12]3=[N:13][CH2:14][C:15]([F:18])([F:17])[CH2:16][N:11]3[C:10]([NH2:28])=[N:9]2)[CH:5]=[CH:6][CH:7]=1. The yield is 0.930.